This data is from Peptide-MHC class I binding affinity with 185,985 pairs from IEDB/IMGT. The task is: Regression. Given a peptide amino acid sequence and an MHC pseudo amino acid sequence, predict their binding affinity value. This is MHC class I binding data. (1) The peptide sequence is RKLTNPANK. The MHC is HLA-B51:01 with pseudo-sequence HLA-B51:01. The binding affinity (normalized) is 0.0847. (2) The peptide sequence is RDQLWKGPGEL. The MHC is Mamu-A11 with pseudo-sequence Mamu-A11. The binding affinity (normalized) is 0.0432. (3) The peptide sequence is KVTKYLPLDK. The MHC is Patr-A0101 with pseudo-sequence Patr-A0101. The binding affinity (normalized) is 0.243. (4) The peptide sequence is SEAQMSIQLI. The MHC is HLA-B45:01 with pseudo-sequence HLA-B45:01. The binding affinity (normalized) is 0.362. (5) The peptide sequence is RARRLRRAL. The MHC is HLA-B45:06 with pseudo-sequence HLA-B45:06. The binding affinity (normalized) is 0.213. (6) The peptide sequence is RYMNSQGLL. The MHC is HLA-A29:02 with pseudo-sequence HLA-A29:02. The binding affinity (normalized) is 0. (7) The peptide sequence is ELAPIRVNA. The MHC is HLA-A02:16 with pseudo-sequence HLA-A02:16. The binding affinity (normalized) is 0.0847. (8) The MHC is Mamu-A11 with pseudo-sequence Mamu-A11. The peptide sequence is TMSYKLAI. The binding affinity (normalized) is 0.301. (9) The peptide sequence is ETRSFTTHF. The MHC is HLA-B57:01 with pseudo-sequence HLA-B57:01. The binding affinity (normalized) is 0.0847.